From a dataset of Reaction yield outcomes from USPTO patents with 853,638 reactions. Predict the reaction yield, written as a fraction of the theoretical maximum amount of product (1.0 means a 100% yield; for example, 0.34 means a 34% yield). (1) The reactants are C1C=C[NH+]=CC=1.[O-][Cr](Cl)(=O)=O.[Br:12][C:13]1[CH:18]=[CH:17][C:16]([CH:19]([OH:28])[CH2:20][CH2:21][CH:22]2[O:27][CH2:26][CH2:25][CH2:24][O:23]2)=[CH:15][CH:14]=1. The catalyst is ClCCl. The product is [Br:12][C:13]1[CH:18]=[CH:17][C:16]([C:19](=[O:28])[CH2:20][CH2:21][CH:22]2[O:23][CH2:24][CH2:25][CH2:26][O:27]2)=[CH:15][CH:14]=1. The yield is 0.860. (2) The reactants are [Br:1][C:2]1[CH:7]=[CH:6][C:5]([NH:8][C:9]([N:11]2[CH2:16][CH2:15][NH:14][CH2:13][CH2:12]2)=[O:10])=[CH:4][CH:3]=1.[CH:17](=O)[C:18]1[CH:23]=[CH:22][N:21]=[CH:20][CH:19]=1.[BH-](OC(C)=O)(OC(C)=O)OC(C)=O.[Na+]. The catalyst is ClCCCl.C(OCC)(=O)C. The product is [Br:1][C:2]1[CH:3]=[CH:4][C:5]([NH:8][C:9]([N:11]2[CH2:12][CH2:13][N:14]([CH2:17][C:18]3[CH:23]=[CH:22][N:21]=[CH:20][CH:19]=3)[CH2:15][CH2:16]2)=[O:10])=[CH:6][CH:7]=1. The yield is 0.760. (3) The reactants are [CH3:1][NH:2][C:3]([C:5]1([C:18]2[CH:23]=[CH:22][CH:21]=[CH:20][N:19]=2)[NH:10][C:9]2[C:11]([N+:15]([O-])=O)=[CH:12][CH:13]=[CH:14][C:8]=2[O:7][CH2:6]1)=[O:4].[H][H]. The catalyst is CO.[Pd]. The product is [NH2:15][C:11]1[C:9]2[NH:10][C:5]([C:18]3[CH:23]=[CH:22][CH:21]=[CH:20][N:19]=3)([C:3]([NH:2][CH3:1])=[O:4])[CH2:6][O:7][C:8]=2[CH:14]=[CH:13][CH:12]=1. The yield is 1.00. (4) The reactants are [I:1][C:2]1[CH:9]=[CH:8][C:5]([CH2:6][NH2:7])=[CH:4][CH:3]=1.CCN(C(C)C)C(C)C.[CH3:19][C:20]([O:23][C:24](O[C:24]([O:23][C:20]([CH3:22])([CH3:21])[CH3:19])=[O:25])=[O:25])([CH3:22])[CH3:21]. The catalyst is CN(C=O)C.CCOC(C)=O. The product is [C:20]([O:23][C:24](=[O:25])[NH:7][CH2:6][C:5]1[CH:8]=[CH:9][C:2]([I:1])=[CH:3][CH:4]=1)([CH3:22])([CH3:21])[CH3:19]. The yield is 0.980.